Dataset: NCI-60 drug combinations with 297,098 pairs across 59 cell lines. Task: Regression. Given two drug SMILES strings and cell line genomic features, predict the synergy score measuring deviation from expected non-interaction effect. (1) Drug 1: CC1=C(C=C(C=C1)NC2=NC=CC(=N2)N(C)C3=CC4=NN(C(=C4C=C3)C)C)S(=O)(=O)N.Cl. Drug 2: CC(C)CN1C=NC2=C1C3=CC=CC=C3N=C2N. Cell line: NCI-H460. Synergy scores: CSS=6.41, Synergy_ZIP=5.32, Synergy_Bliss=10.3, Synergy_Loewe=4.43, Synergy_HSA=7.23. (2) Drug 1: CC1=C(C=C(C=C1)NC2=NC=CC(=N2)N(C)C3=CC4=NN(C(=C4C=C3)C)C)S(=O)(=O)N.Cl. Drug 2: CN1C(=O)N2C=NC(=C2N=N1)C(=O)N. Cell line: SNB-75. Synergy scores: CSS=-0.901, Synergy_ZIP=-0.194, Synergy_Bliss=-2.03, Synergy_Loewe=-5.15, Synergy_HSA=-4.17. (3) Drug 1: C1CCC(C(C1)N)N.C(=O)(C(=O)[O-])[O-].[Pt+4]. Drug 2: CC1C(C(CC(O1)OC2CC(CC3=C2C(=C4C(=C3O)C(=O)C5=CC=CC=C5C4=O)O)(C(=O)C)O)N)O. Cell line: NCI-H322M. Synergy scores: CSS=37.4, Synergy_ZIP=-1.14, Synergy_Bliss=-2.51, Synergy_Loewe=-20.8, Synergy_HSA=-3.11. (4) Drug 1: C1=CN(C=N1)CC(O)(P(=O)(O)O)P(=O)(O)O. Drug 2: CN(C(=O)NC(C=O)C(C(C(CO)O)O)O)N=O. Cell line: SN12C. Synergy scores: CSS=-1.07, Synergy_ZIP=-0.264, Synergy_Bliss=-1.71, Synergy_Loewe=-14.9, Synergy_HSA=-4.59. (5) Drug 1: C1=NC2=C(N=C(N=C2N1C3C(C(C(O3)CO)O)O)F)N. Drug 2: CC1=C(C=C(C=C1)C(=O)NC2=CC(=CC(=C2)C(F)(F)F)N3C=C(N=C3)C)NC4=NC=CC(=N4)C5=CN=CC=C5. Cell line: ACHN. Synergy scores: CSS=8.31, Synergy_ZIP=-4.42, Synergy_Bliss=1.33, Synergy_Loewe=-10.6, Synergy_HSA=-3.74. (6) Drug 1: CC1C(C(CC(O1)OC2CC(CC3=C2C(=C4C(=C3O)C(=O)C5=C(C4=O)C(=CC=C5)OC)O)(C(=O)C)O)N)O.Cl. Drug 2: CC12CCC3C(C1CCC2OP(=O)(O)O)CCC4=C3C=CC(=C4)OC(=O)N(CCCl)CCCl.[Na+]. Cell line: HOP-92. Synergy scores: CSS=13.7, Synergy_ZIP=-5.87, Synergy_Bliss=-5.96, Synergy_Loewe=-27.0, Synergy_HSA=-6.22. (7) Drug 1: C1=CC(=CC=C1CCC2=CNC3=C2C(=O)NC(=N3)N)C(=O)NC(CCC(=O)O)C(=O)O. Drug 2: CCC1=CC2CC(C3=C(CN(C2)C1)C4=CC=CC=C4N3)(C5=C(C=C6C(=C5)C78CCN9C7C(C=CC9)(C(C(C8N6C)(C(=O)OC)O)OC(=O)C)CC)OC)C(=O)OC.C(C(C(=O)O)O)(C(=O)O)O. Cell line: SNB-19. Synergy scores: CSS=51.9, Synergy_ZIP=0.0625, Synergy_Bliss=0.602, Synergy_Loewe=1.73, Synergy_HSA=4.39. (8) Drug 1: CC1OCC2C(O1)C(C(C(O2)OC3C4COC(=O)C4C(C5=CC6=C(C=C35)OCO6)C7=CC(=C(C(=C7)OC)O)OC)O)O. Drug 2: CC12CCC3C(C1CCC2OP(=O)(O)O)CCC4=C3C=CC(=C4)OC(=O)N(CCCl)CCCl.[Na+]. Cell line: HS 578T. Synergy scores: CSS=19.4, Synergy_ZIP=-1.48, Synergy_Bliss=-4.79, Synergy_Loewe=-14.9, Synergy_HSA=-5.39. (9) Drug 2: C1CNP(=O)(OC1)N(CCCl)CCCl. Cell line: EKVX. Drug 1: CC1=C(C(CCC1)(C)C)C=CC(=CC=CC(=CC(=O)O)C)C. Synergy scores: CSS=9.65, Synergy_ZIP=-4.14, Synergy_Bliss=-3.78, Synergy_Loewe=-37.5, Synergy_HSA=-2.33. (10) Cell line: SN12C. Synergy scores: CSS=26.3, Synergy_ZIP=-1.10, Synergy_Bliss=3.26, Synergy_Loewe=3.14, Synergy_HSA=3.93. Drug 2: CCC(=C(C1=CC=CC=C1)C2=CC=C(C=C2)OCCN(C)C)C3=CC=CC=C3.C(C(=O)O)C(CC(=O)O)(C(=O)O)O. Drug 1: C1=NC2=C(N1)C(=S)N=C(N2)N.